Dataset: Reaction yield outcomes from USPTO patents with 853,638 reactions. Task: Predict the reaction yield, written as a fraction of the theoretical maximum amount of product (1.0 means a 100% yield; for example, 0.34 means a 34% yield). The reactants are [CH3:1][O:2][C:3]1[CH:8]=[CH:7][CH:6]=[CH:5][C:4]=1[OH:9].[C:10]1(=O)[O:15][C:13](=[O:14])[C:12]2=[CH:16][CH:17]=[CH:18][CH:19]=[C:11]12. No catalyst specified. The product is [OH:9][C:4]1[CH:5]=[CH:6][C:7]([C:10]2([C:7]3[CH:6]=[CH:5][C:4]([OH:9])=[C:3]([O:2][CH3:1])[CH:8]=3)[C:11]3[C:12](=[CH:16][CH:17]=[CH:18][CH:19]=3)[C:13](=[O:14])[O:15]2)=[CH:8][C:3]=1[O:2][CH3:1]. The yield is 0.790.